This data is from Full USPTO retrosynthesis dataset with 1.9M reactions from patents (1976-2016). The task is: Predict the reactants needed to synthesize the given product. (1) Given the product [N:37]1([C:20](=[O:22])[CH2:19][CH2:18][CH2:17][CH2:16][NH:15][C:13]([C:10]2[CH:9]=[C:8]([C:5]3[CH:4]=[CH:3][C:2]([F:1])=[CH:7][CH:6]=3)[O:12][N:11]=2)=[O:14])[CH2:36][CH2:35][CH2:32]1, predict the reactants needed to synthesize it. The reactants are: [F:1][C:2]1[CH:7]=[CH:6][C:5]([C:8]2[O:12][N:11]=[C:10]([C:13]([NH:15][CH2:16][CH2:17][CH2:18][CH2:19][C:20]([OH:22])=O)=[O:14])[CH:9]=2)=[CH:4][CH:3]=1.CN(C(ON1N=NC2C=[CH:35][CH:36]=[N:37][C:32]1=2)=[N+](C)C)C.F[P-](F)(F)(F)(F)F.Cl.CCN(C(C)C)C(C)C. (2) The reactants are: Cl[C:2]1[CH:7]=[CH:6][CH:5]=[C:4]([Cl:8])[N:3]=1.[F:9][C:10]1[CH:15]=[CH:14][C:13]([C@@H:16]([NH2:18])[CH3:17])=[CH:12][CH:11]=1.C(P(C(C)(C)C)C1C=CC=CC=1C1C=CC=CC=1)(C)(C)C.CC(C)([O-])C.[Na+]. Given the product [Cl:8][C:4]1[N:3]=[C:2]([NH:18][C@H:16]([C:13]2[CH:14]=[CH:15][C:10]([F:9])=[CH:11][CH:12]=2)[CH3:17])[CH:7]=[CH:6][CH:5]=1, predict the reactants needed to synthesize it. (3) Given the product [CH3:1][O:2][C:3](=[O:19])[C:4]1[CH:9]=[CH:8][CH:7]=[C:6]([CH2:10][N:11]2[C:16](=[O:17])[CH:15]=[CH:14][C:13]([C:28]3[CH:33]=[CH:32][CH:31]=[C:30]([CH2:34][OH:35])[CH:29]=3)=[N:12]2)[CH:5]=1, predict the reactants needed to synthesize it. The reactants are: [CH3:1][O:2][C:3](=[O:19])[C:4]1[CH:9]=[CH:8][CH:7]=[C:6]([CH2:10][N:11]2[C:16](=[O:17])[CH:15]=[CH:14][C:13](Cl)=[N:12]2)[CH:5]=1.CC1(C)C(C)(C)OB([C:28]2[CH:29]=[C:30]([CH2:34][OH:35])[CH:31]=[CH:32][CH:33]=2)O1.C([O-])([O-])=O.[Na+].[Na+]. (4) Given the product [CH3:26][C:11]1[S:10][C:9]2[N:8]=[C:6]([OH:7])[N:2]=[C:14]([C:15]3[CH:20]=[CH:19][CH:18]=[C:17]([C:21]([F:24])([F:23])[F:22])[CH:16]=3)[C:13]=2[CH:12]=1, predict the reactants needed to synthesize it. The reactants are: C[N:2]1[C:6](=[O:7])CCC1.[NH2:8][C:9]1[S:10][C:11]([CH3:26])=[CH:12][C:13]=1[C:14](=O)[C:15]1[CH:20]=[CH:19][CH:18]=[C:17]([C:21]([F:24])([F:23])[F:22])[CH:16]=1.NC(N)=O. (5) The reactants are: O[CH:2]([C:12]1[CH:17]=[CH:16][C:15]([N+:18]([O-])=O)=[C:14]([OH:21])[CH:13]=1)[CH2:3][C:4]([C:6]1[CH:11]=[CH:10][CH:9]=[CH:8][CH:7]=1)=[O:5].[N+](C1C=CC(CCCC2C=CC=CC=2)=CC=1O)([O-])=[O:23].[OH:41][CH:42]([C:55]1[CH:60]=[CH:59][CH:58]=[CH:57][CH:56]=1)[CH2:43][CH2:44][C:45]1[CH:46]=[CH:47][C:48]([N+:52]([O-])=O)=[C:49]([OH:51])[CH:50]=1. Given the product [C:6]1([CH2:4][CH2:3][CH2:2][C:12]2[CH:13]=[C:14]3[C:15](=[CH:16][CH:17]=2)[NH:18][C:60]2[C:55]([C:42]([OH:41])=[O:23])=[CH:56][CH:57]=[CH:58][C:59]=2[O:21]3)[CH:11]=[CH:10][CH:9]=[CH:8][CH:7]=1.[OH:41][CH:42]([C:55]1[CH:60]=[CH:59][CH:58]=[CH:57][CH:56]=1)[CH2:43][CH2:44][C:45]1[CH:50]=[C:49]2[C:48](=[CH:47][CH:46]=1)[NH:52][C:11]1[C:6]([C:4]([OH:23])=[O:5])=[CH:7][CH:8]=[CH:9][C:10]=1[O:51]2, predict the reactants needed to synthesize it. (6) Given the product [F:1][C:2]1[CH:7]=[C:6]([NH:8][C:9]2[CH:14]=[CH:13][CH:12]=[C:11]([F:15])[CH:10]=2)[C:5]([NH2:16])=[CH:4][CH:3]=1, predict the reactants needed to synthesize it. The reactants are: [F:1][C:2]1[CH:3]=[CH:4][C:5]([N+:16]([O-])=O)=[C:6]([NH:8][C:9]2[CH:14]=[CH:13][CH:12]=[C:11]([F:15])[CH:10]=2)[CH:7]=1.